From a dataset of Forward reaction prediction with 1.9M reactions from USPTO patents (1976-2016). Predict the product of the given reaction. (1) Given the reactants [Br:1][C:2]1[CH:21]=[CH:20][C:5]2[NH:6][C:7]([C:12]3[CH:17]=[CH:16][C:15]([O:18][CH3:19])=[CH:14][CH:13]=3)(C(O)=O)[O:8][C:4]=2[CH:3]=1.Cl.C(N=C=NC[CH2:29][CH2:30][N:31]([CH3:33])C)C.[OH:34]N1C2C=CC=CC=2N=N1.Cl.Cl.N[CH:47]1[CH2:54]C2N(C)C(CCC2)C1.[CH2:57]([N:59]([CH2:62][CH3:63])[CH2:60][CH3:61])C, predict the reaction product. The product is: [CH3:57][N:59]1[CH:62]2[CH2:63][CH2:54][CH2:47][CH:60]1[CH2:61][CH:30]([NH:31][C:33]([C:20]1[CH:21]=[C:2]([Br:1])[CH:3]=[C:4]3[O:8][C:7]([C:12]4[CH:13]=[CH:14][C:15]([O:18][CH3:19])=[CH:16][CH:17]=4)=[N:6][C:5]=13)=[O:34])[CH2:29]2. (2) Given the reactants C[O:2][C:3](=[O:31])[C:4]1[CH:9]=[CH:8][C:7]([N:10]([CH:20]2[CH2:25][CH2:24][N:23]([CH:26]([CH3:30])[CH2:27][CH2:28][NH2:29])[CH2:22][CH2:21]2)[CH2:11][C:12]2[CH:17]=[CH:16][CH:15]=[C:14]([C:18]#[N:19])[CH:13]=2)=[CH:6][CH:5]=1.[CH3:32][C:33]1[C:38]([C:39]([OH:41])=O)=[C:37]([CH3:42])[N:36]=[CH:35][N:34]=1, predict the reaction product. The product is: [C:18]([C:14]1[CH:13]=[C:12]([CH:17]=[CH:16][CH:15]=1)[CH2:11][N:10]([CH:20]1[CH2:21][CH2:22][N:23]([CH:26]([CH3:30])[CH2:27][CH2:28][NH:29][C:39]([C:38]2[C:33]([CH3:32])=[N:34][CH:35]=[N:36][C:37]=2[CH3:42])=[O:41])[CH2:24][CH2:25]1)[C:7]1[CH:6]=[CH:5][C:4]([C:3]([OH:31])=[O:2])=[CH:9][CH:8]=1)#[N:19].